This data is from Reaction yield outcomes from USPTO patents with 853,638 reactions. The task is: Predict the reaction yield, written as a fraction of the theoretical maximum amount of product (1.0 means a 100% yield; for example, 0.34 means a 34% yield). The reactants are [CH:1]([C:4]1[C:8]([CH2:9][CH2:10][CH2:11][OH:12])=[CH:7][N:6]([C:13]2[CH:18]=[CH:17][C:16]([Cl:19])=[CH:15][N:14]=2)[N:5]=1)([CH3:3])[CH3:2].O[C:21]1[C:26]([O:27][CH3:28])=[CH:25][CH:24]=[CH:23][C:22]=1[CH2:29][C:30]([O:32][CH3:33])=[O:31].C(P(CCCC)CCCC)CCC.N(C(N1CCCCC1)=O)=NC(N1CCCCC1)=O. The catalyst is O1CCCC1. The product is [Cl:19][C:16]1[CH:17]=[CH:18][C:13]([N:6]2[CH:7]=[C:8]([CH2:9][CH2:10][CH2:11][O:12][C:21]3[C:26]([O:27][CH3:28])=[CH:25][CH:24]=[CH:23][C:22]=3[CH2:29][C:30]([O:32][CH3:33])=[O:31])[C:4]([CH:1]([CH3:3])[CH3:2])=[N:5]2)=[N:14][CH:15]=1. The yield is 0.840.